From a dataset of Experimentally validated miRNA-target interactions with 360,000+ pairs, plus equal number of negative samples. Binary Classification. Given a miRNA mature sequence and a target amino acid sequence, predict their likelihood of interaction. (1) The miRNA is hsa-miR-7110-3p with sequence UCUCUCUCCCACUUCCCUGCAG. The protein sequence of the target gene is MDTSDLFASCRKGDVGRVRYLLEQRDVEVNVRDKWDSTPLYYACLCGHEELVLYLLANGARCEANTFDGERCLYGALSDPIRRALRDYKQVTASCRRRDYYDDFLQRLLEQGIHSDVVFVVHGKPFRVHRCVLGARSAYFANMLDTKWKGKSVVVLRHPLINPVAFGALLQYLYTGRLDIGVEHVSDCERLAKQCQLWDLLSDLEAKCEKVSEFVASKPGTCVKVLTIEPPPADPRLREDMALLADCALPPELRGDLWELPFPCPDGFNSCPDICFRVAGCSFLCHKAFFCGRSDYFRAL.... Result: 0 (no interaction). (2) The miRNA is mmu-miR-1192 with sequence AAACAAACAAACAGACCAAAUU. The protein sequence of the target gene is MWGWKCLLFWAVLVTATLCTARPAPTLPEQAQPWGVPVEVESLLVHPGDLLQLRCRLRDDVQSINWLRDGVQLVESNRTRITGEEVEVRDSIPADSGLYACVTSSPSGSDTTYFSVNVSDALPSSEDDDDDDDSSSEEKETDNTKPNRRPVAPYWTSPEKMEKKLHAVPAAKTVKFKCPSSGTPNPTLRWLKNGKEFKPDHRIGGYKVRYATWSIIMDSVVPSDKGNYTCIVENEYGSINHTYQLDVVERSPHRPILQAGLPANKTVALGSNVEFMCKVYSDPQPHIQWLKHIEVNGSKI.... Result: 1 (interaction). (3) The miRNA is hsa-miR-548k with sequence AAAAGUACUUGCGGAUUUUGCU. The protein sequence of the target gene is MKLSRQFTVFGSAIFCVVIFSLYLMLDRGHLDYPRGPRQEGSFPQGQLSILQEKIDHLERLLAENNEIISNIRDSVINLSESVEDGPRGSPGNASQGSIHLHSPQLALQADPRDCLFASQSGSQPRDVQMLDVYDLIPFDNPDGGVWKQGFDIKYEADEWDHEPLQVFVVPHSHNDPGWLKTFNDYFRDKTQYIFNNMVLKLKEDSSRKFMWSEISYLAKWWDIIDIPKKEAVKSLLQNGQLEIVTGGWVMPDEATPHYFALIDQLIEGHQWLEKNLGVKPRSGWAIDPFGHSPTMAYLL.... Result: 0 (no interaction). (4) The miRNA is mmu-let-7i-5p with sequence UGAGGUAGUAGUUUGUGCUGUU. The protein sequence of the target gene is MEELIVELRLFLELLDHEYLTSTVREKKAVLTNILLRLQSSKGFEVKDHAQKAEANNLPAPPQMPLPEIPQPWLPPDSGPPPLPTSSLPEGYYEEAVPLSPGKAPEYITSNYDSDAMSSSYESYDEEEEDGKGKKTRHQWPSEEASMDLVKDAKICAFLLRKKRFGQWTKLLCVIKDTKLLCYKSSKDQQPQMELPLQGCSITYIPRDSKKKKHELKITQQGTDPLVLAVQSKEQAEQWLKVIKEAYSGCSGPVDPECSPPPSTSAPVNKAELEKKLSSERPSSDGEGGVENGVTTCNGK.... Result: 0 (no interaction). (5) The miRNA is hsa-miR-1233-5p with sequence AGUGGGAGGCCAGGGCACGGCA. The protein sequence of the target gene is MNSSSANITYASRKRRKPVQKTVKPIPAEGIKSNPSKRHRDRLNTELDRLASLLPFPQDVINKLDKLSVLRLSVSYLRAKSFFDVALKSSPTERNGGQDNCRAANFREGLNLQEGEFLLQALNGFVLVVTTDALVFYASSTIQDYLGFQQSDVIHQSVYELIHTEDRAEFQRQLHWALNPSQCTESGQGIEEATGLPQTVVCYNPDQIPPENSPLMERCFICRLRCLLDNSSGFLAMNFQGKLKYLHGQKKKGKDGSILPPQLALFAIATPLQPPSILEIRTKNFIFRTKHKLDFTPIGC.... Result: 1 (interaction). (6) The miRNA is hsa-miR-1915-3p with sequence CCCCAGGGCGACGCGGCGGG. The protein sequence of the target gene is MNVEVVKVMPQDLVTFKDVAIDFSQEEWQWMNPAQKRLYRSMMLENYQSLVSLGLCISKPYVISLLEQGREPWEMTSEMTRSPFSDWESIYVTQELPLKQFMYDDACMEGITSYGLECSTFEENWKWEDLFEKQMGSHEMFSKKEIITHKETITKETEFKYTKFGKCIHLENIEESIYNHTSDKKSFSKNSMVIKHKKVYVGKKLFKCNECDKTFTHSSSLTVHFRIHTGEKPYACEECGKAFKQRQHLAQHHRTHTGEKLFECKECRKAFKQSEHLIQHQRIHTGEKPYKCKECRKAFR.... Result: 0 (no interaction). (7) The miRNA is mmu-miR-15a-5p with sequence UAGCAGCACAUAAUGGUUUGUG. The protein sequence of the target gene is MEHGSIITQARREDALVLTKQGLVSKSSPKKPRGRSIFKALLCCFHTQHVVQSSSSTELTHKEEANTIAKSDLLQCLQYQFYQIPGTCLLPEVTEQDQGRICVVIDLDETLVHSSFKPINNADFIVPVEIEGTTHQVYVLKRPYVDEFLRRMGELFECVLFTASLAKYADPVTDLLDRCGVFRARLFREACVFHQGCYVKDLSRLGRDLRKTVILDNSPASYIFHPENAVPVQSWFDDMADTELLNLIPVFEELSGTDDVYTSLGQLRAP. Result: 1 (interaction). (8) The miRNA is hsa-miR-1193 with sequence GGGAUGGUAGACCGGUGACGUGC. The protein sequence of the target gene is MGVPAFFRWLSRKYPSIIVNCVEEKPKECNGVKIPVDASKPNPNDVEFDNLYLDMNGIIHPCTHPEDKPAPKNEDEMMVAIFEYIDRLFNIVRPRRLLYMAIDGVAPRAKMNQQRSRRFRASKEGMEAAVEKQRVREEILAKGGFLPPEEIKERFDSNCITPGTEFMDNLAKCLRYYIADRLNNDPGWKNLTVILSDASAPGEGEHKIMDYIRRQRAQPNHDPNTHHCLCGADADLIMLGLATHEPNFTIIREEFKPNKPKPCALCNQFGHEVKDCEGLPREKKGKHDELADSLPCAEGE.... Result: 0 (no interaction). (9) The miRNA is hsa-miR-570-3p with sequence CGAAAACAGCAAUUACCUUUGC. The protein sequence of the target gene is MAGRGKLIAVIGDEDTVTGFLLGGIGELNKNRHPNFLVVEKDTTINEIEDTFRQFLNRDDIGIILINQYIAEMVRHALDAHQQSIPAVLEIPSKEHPYDAAKDSILRRARGMFTAEDLR. Result: 0 (no interaction). (10) The miRNA is hsa-miR-519d-3p with sequence CAAAGUGCCUCCCUUUAGAGUG. Result: 1 (interaction). The protein sequence of the target gene is MVSKALLRLVSAVNRRRMKLLLGIALLAYVASVWGNFVNMRSIQENGELKIESKIEEMVEPLREKIRDLEKSFTQKYPPVKFLSEKDRKRILITGGAGFVGSHLTDKLMMDGHEVTVVDNFFTGRKRNVEHWIGHENFELINHDVVEPLYIEVDQIYHLASPASPPNYMYNPIKTLKTNTIGTLNMLGLAKRVGARLLLASTSEVYGDPEVHPQSEDYWGHVNPIGPRACYDEGKRVAETMCYAYMKQEGVEVRVARIFNTFGPRMHMNDGRVVSNFILQALQGEPLTVYGSGSQTRAFQ....